Dataset: Forward reaction prediction with 1.9M reactions from USPTO patents (1976-2016). Task: Predict the product of the given reaction. (1) Given the reactants [F:1][C:2]1[CH:11]=[CH:10][C:9]2[C:4](=[CH:5][CH:6]=[CH:7][CH:8]=2)[C:3]=1Br.C1(P(C2C=CC=CC=2)C2C=CC=CC=2)C=CC=CC=1.[CH2:32]([OH:36])[CH2:33][C:34]#[CH:35].C(OCC)C, predict the reaction product. The product is: [F:1][C:2]1[CH:11]=[CH:10][C:9]2[C:4](=[CH:5][C:6]([C:35]#[C:34][CH2:33][CH2:32][OH:36])=[CH:7][CH:8]=2)[CH:3]=1. (2) Given the reactants C=C([O:4][C:5](=O)[NH:6][C:7]1[CH:12]=[C:11]([C:13]2[C:24]([CH3:25])=[N:23][C:16]3[N:17]=[C:18]([NH:21][CH3:22])[N:19]=[CH:20][C:15]=3[CH:14]=2)[C:10]([CH3:26])=[CH:9][C:8]=1[F:27])C.Cl.[F:30][C:31]([F:39])([F:38])[C:32]1([CH2:35][CH2:36][NH2:37])[CH2:34][CH2:33]1.CN1CCCC1, predict the reaction product. The product is: [F:27][C:8]1[CH:9]=[C:10]([CH3:26])[C:11]([C:13]2[C:24]([CH3:25])=[N:23][C:16]3[N:17]=[C:18]([NH:21][CH3:22])[N:19]=[CH:20][C:15]=3[CH:14]=2)=[CH:12][C:7]=1[NH:6][C:5]([NH:37][CH2:36][CH2:35][C:32]1([C:31]([F:39])([F:38])[F:30])[CH2:34][CH2:33]1)=[O:4]. (3) Given the reactants [CH3:1][N:2]1[CH2:6][C@@H:5]([C:7]2[CH:12]=[CH:11][CH:10]=[CH:9][CH:8]=2)[C@@:4]2([CH2:17][CH2:16][CH2:15][N:14]([C:18](=[O:37])[C@H:19]([NH:29]C(=O)OC(C)(C)C)[CH2:20][CH2:21][O:22][C:23]3[CH:28]=[CH:27][CH:26]=[CH:25][CH:24]=3)[CH2:13]2)[C:3]1=[O:38].C(O)(C(F)(F)F)=O, predict the reaction product. The product is: [NH2:29][C@H:19]([CH2:20][CH2:21][O:22][C:23]1[CH:24]=[CH:25][CH:26]=[CH:27][CH:28]=1)[C:18]([N:14]1[CH2:15][CH2:16][CH2:17][C@:4]2([C:3](=[O:38])[N:2]([CH3:1])[CH2:6][C@H:5]2[C:7]2[CH:12]=[CH:11][CH:10]=[CH:9][CH:8]=2)[CH2:13]1)=[O:37]. (4) Given the reactants C(OC([NH:8][C@H:9]([C:11]([O:13][CH:14]1[CH2:23][CH:22]([CH3:24])[CH2:21][C:20]2[N:19]=[N:18][C:17]([C:25]3[CH:30]=[CH:29][CH:28]=[C:27]([C:31]([F:34])([F:33])[F:32])[CH:26]=3)=[CH:16][C:15]1=2)=[O:12])[CH3:10])=O)(C)(C)C.[ClH:35], predict the reaction product. The product is: [ClH:35].[ClH:35].[NH2:8][C@H:9]([C:11]([O:13][CH:14]1[CH2:23][CH:22]([CH3:24])[CH2:21][C:20]2[N:19]=[N:18][C:17]([C:25]3[CH:30]=[CH:29][CH:28]=[C:27]([C:31]([F:34])([F:33])[F:32])[CH:26]=3)=[CH:16][C:15]1=2)=[O:12])[CH3:10]. (5) Given the reactants [F:1][C:2]1[C:7](B(O)O)=[CH:6][CH:5]=[CH:4][N:3]=1.[Br:11][C:12]1[CH:13]=[C:14]2[C@@:25]3([N:30]=[C:29]([NH2:31])[CH2:28][O:27][CH2:26]3)[C:24]3[C:19](=[CH:20][CH:21]=[C:22](I)[CH:23]=3)[O:18][C:15]2=[N:16][CH:17]=1.C(=O)([O-])[O-].[K+].[K+].O1CCOCC1, predict the reaction product. The product is: [Br:11][C:12]1[CH:13]=[C:14]2[C:25]3([N:30]=[C:29]([NH2:31])[CH2:28][O:27][CH2:26]3)[C:24]3[C:19](=[CH:20][CH:21]=[C:22]([C:7]4[C:2]([F:1])=[N:3][CH:4]=[CH:5][CH:6]=4)[CH:23]=3)[O:18][C:15]2=[N:16][CH:17]=1. (6) Given the reactants [CH3:1][NH2:2].C[O:4][C:5]([C@@H:7]1[O:11][C:10](=[O:12])[N:9]([C:13]2[CH:14]=[C:15]3[C:19](=[CH:20][CH:21]=2)[N:18]([CH2:22][CH:23]([CH3:25])[CH3:24])[C:17](=[O:26])[CH2:16]3)[CH2:8]1)=O, predict the reaction product. The product is: [CH3:1][NH:2][C:5]([C@@H:7]1[O:11][C:10](=[O:12])[N:9]([C:13]2[CH:14]=[C:15]3[C:19](=[CH:20][CH:21]=2)[N:18]([CH2:22][CH:23]([CH3:24])[CH3:25])[C:17](=[O:26])[CH2:16]3)[CH2:8]1)=[O:4]. (7) Given the reactants [OH:1][CH2:2][C:3]1[CH:4]=[CH:5][C:6]2[S:7][CH2:8][C:9](=[O:13])[NH:10][C:11]=2[N:12]=1, predict the reaction product. The product is: [O:13]=[C:9]1[CH2:8][S:7][C:6]2[CH:5]=[CH:4][C:3]([CH:2]=[O:1])=[N:12][C:11]=2[NH:10]1. (8) Given the reactants C([O:4][CH2:5][C:6]1[C:7]([N:37]2[CH2:49][CH2:48][N:40]3[C:41]4[CH2:42][CH2:43][CH2:44][CH2:45][C:46]=4[CH:47]=[C:39]3[C:38]2=[O:50])=[N:8][CH:9]=[CH:10][C:11]=1[C:12]1[N:13]=[C:14]([NH:20][C:21]2[CH:22]=[N:23][C:24]([N:27]3[CH2:32][CH2:31][N:30]([CH:33]4[CH2:36][O:35][CH2:34]4)[CH2:29][CH2:28]3)=[CH:25][CH:26]=2)[C:15](=[O:19])[N:16]([CH3:18])[CH:17]=1)(=O)C.[OH-].[Li+].O, predict the reaction product. The product is: [OH:4][CH2:5][C:6]1[C:7]([N:37]2[CH2:49][CH2:48][N:40]3[C:41]4[CH2:42][CH2:43][CH2:44][CH2:45][C:46]=4[CH:47]=[C:39]3[C:38]2=[O:50])=[N:8][CH:9]=[CH:10][C:11]=1[C:12]1[N:13]=[C:14]([NH:20][C:21]2[CH:22]=[N:23][C:24]([N:27]3[CH2:28][CH2:29][N:30]([CH:33]4[CH2:36][O:35][CH2:34]4)[CH2:31][CH2:32]3)=[CH:25][CH:26]=2)[C:15](=[O:19])[N:16]([CH3:18])[CH:17]=1. (9) Given the reactants [CH:1]([CH:3]1[CH2:10][CH2:9][CH2:8][CH2:7][NH:6][C:4]1=[O:5])=C.[CH3:11][N:12](CCCC=C(C)C(N)=O)[CH3:13].[C:23]([O:28][CH2:29][CH2:30][OH:31])(=[O:27])[C:24]([CH3:26])=[CH2:25], predict the reaction product. The product is: [CH3:1][C:3]([C:4]([NH:6][CH2:7][CH2:8][CH2:9][N:12]([CH3:13])[CH3:11])=[O:5])=[CH2:10].[CH3:26][C:24]([C:23]([O:28][CH2:29][CH2:30][OH:31])=[O:27])=[CH2:25].